This data is from Peptide-MHC class I binding affinity with 185,985 pairs from IEDB/IMGT. The task is: Regression. Given a peptide amino acid sequence and an MHC pseudo amino acid sequence, predict their binding affinity value. This is MHC class I binding data. (1) The peptide sequence is FHSRFVQAL. The MHC is HLA-B15:01 with pseudo-sequence HLA-B15:01. The binding affinity (normalized) is 0.0847. (2) The peptide sequence is IQTPTKLMNK. The MHC is H-2-Dd with pseudo-sequence H-2-Dd. The binding affinity (normalized) is 0. (3) The peptide sequence is CYAKLKEQL. The MHC is H-2-Kd with pseudo-sequence H-2-Kd. The binding affinity (normalized) is 0.959. (4) The binding affinity (normalized) is 0. The MHC is HLA-A02:03 with pseudo-sequence HLA-A02:03. The peptide sequence is EIITGNKVKT. (5) The peptide sequence is RAFTEEGAI. The MHC is HLA-A68:02 with pseudo-sequence HLA-A68:02. The binding affinity (normalized) is 0. (6) The peptide sequence is ARRHRILDIYL. The MHC is Mamu-A07 with pseudo-sequence Mamu-A07. The binding affinity (normalized) is 0. (7) The peptide sequence is QTQTYNIGK. The MHC is HLA-A11:01 with pseudo-sequence HLA-A11:01. The binding affinity (normalized) is 0.820.